This data is from Full USPTO retrosynthesis dataset with 1.9M reactions from patents (1976-2016). The task is: Predict the reactants needed to synthesize the given product. (1) Given the product [Br:4][C:5]1[C:10]([C:11]2[CH:16]=[CH:15][C:14]([F:17])=[CH:13][CH:12]=2)=[C:9]([F:18])[C:8]([O:19][CH2:2][CH3:3])=[C:7]([CH:20]=[O:21])[CH:6]=1, predict the reactants needed to synthesize it. The reactants are: I[CH2:2][CH3:3].[Br:4][C:5]1[C:10]([C:11]2[CH:16]=[CH:15][C:14]([F:17])=[CH:13][CH:12]=2)=[C:9]([F:18])[C:8]([OH:19])=[C:7]([CH:20]=[O:21])[CH:6]=1.C(=O)([O-])[O-].[K+].[K+]. (2) Given the product [Cl:26][C:25]1[CH:24]=[CH:23][C:11]([CH2:12][NH:13][C@@H:14]([C:16]2[CH:21]=[CH:20][CH:19]=[C:18]([Cl:22])[CH:17]=2)[CH3:15])=[CH:10][C:9]=1[OH:8], predict the reactants needed to synthesize it. The reactants are: [Si]([O:8][C:9]1[CH:10]=[C:11]([CH:23]=[CH:24][C:25]=1[Cl:26])[CH2:12][NH:13][C@@H:14]([C:16]1[CH:21]=[CH:20][CH:19]=[C:18]([Cl:22])[CH:17]=1)[CH3:15])(C(C)(C)C)(C)C.[F-].C([N+](CCCC)(CCCC)CCCC)CCC. (3) Given the product [Cl:17][C:12]1[CH:11]=[C:10]([C:6]2[CH:5]=[C:4]([CH2:3][OH:2])[CH:9]=[CH:8][N:7]=2)[CH:15]=[CH:14][C:13]=1[Cl:16], predict the reactants needed to synthesize it. The reactants are: C[O:2][C:3](=O)[C:4]1[CH:9]=[CH:8][N:7]=[C:6]([C:10]2[CH:15]=[CH:14][C:13]([Cl:16])=[C:12]([Cl:17])[CH:11]=2)[CH:5]=1.[H-].[Al+3].[Li+].[H-].[H-].[H-]. (4) Given the product [CH3:17][C:4]1[CH:3]=[C:2]([C:20]2[CH:25]=[CH:24][CH:23]=[CH:22][CH:21]=2)[CH:7]=[C:6]([CH3:8])[C:5]=1[C:9]1[C:10](=[O:16])[CH2:11][CH2:12][C:13]=1[O:14][CH3:15], predict the reactants needed to synthesize it. The reactants are: Br[C:2]1[CH:7]=[C:6]([CH3:8])[C:5]([C:9]2[C:10](=[O:16])[CH2:11][CH2:12][C:13]=2[O:14][CH3:15])=[C:4]([CH3:17])[CH:3]=1.[F-].[Cs+].[C:20]1(B(O)O)[CH:25]=[CH:24][CH:23]=[CH:22][CH:21]=1.